This data is from Full USPTO retrosynthesis dataset with 1.9M reactions from patents (1976-2016). The task is: Predict the reactants needed to synthesize the given product. (1) Given the product [C:1]([C:3]1[CH:4]=[CH:5][C:6]([S:9]([C:14]2[CH:22]=[CH:21][C:20]3[N:19]([CH3:23])[C:18]4[CH2:24][CH:25]5[NH:29][CH:28]([C:17]=4[C:16]=3[C:15]=2[C:30]([O:32][C:33]([CH3:36])([CH3:35])[CH3:34])=[O:31])[CH2:27][CH2:26]5)(=[O:11])=[O:10])=[CH:7][CH:8]=1)#[N:2], predict the reactants needed to synthesize it. The reactants are: [C:1]([C:3]1[CH:8]=[CH:7][C:6]([S:9]([O-:11])=[O:10])=[CH:5][CH:4]=1)#[N:2].[Na+].Br[C:14]1[CH:22]=[CH:21][C:20]2[N:19]([CH3:23])[C:18]3[CH2:24][CH:25]4[NH:29][CH:28]([C:17]=3[C:16]=2[C:15]=1[C:30]([O:32][C:33]([CH3:36])([CH3:35])[CH3:34])=[O:31])[CH2:27][CH2:26]4. (2) Given the product [C:6]([C:5]1[CH:8]=[CH:9][C:2]([NH:1][C:10](=[O:13])[CH2:11][CH3:12])=[CH:3][CH:4]=1)#[N:7], predict the reactants needed to synthesize it. The reactants are: [NH2:1][C:2]1[CH:9]=[CH:8][C:5]([C:6]#[N:7])=[CH:4][CH:3]=1.[C:10](Cl)(=[O:13])[CH2:11][CH3:12]. (3) Given the product [CH3:34][NH:35][S:20]([C:16]1[CH:17]=[CH:18][CH:19]=[C:14]([C:10]2[N:9]=[C:8]([C:6]3[CH:5]=[C:4]([C:24]4[CH:29]=[CH:28][C:27]([C:30]([F:33])([F:31])[F:32])=[CH:26][CH:25]=4)[CH:3]=[C:2]([CH3:1])[N:7]=3)[CH:13]=[CH:12][CH:11]=2)[CH:15]=1)(=[O:22])=[O:21], predict the reactants needed to synthesize it. The reactants are: [CH3:1][C:2]1[N:7]=[C:6]([C:8]2[CH:13]=[CH:12][CH:11]=[C:10]([C:14]3[CH:15]=[C:16]([S:20](Cl)(=[O:22])=[O:21])[CH:17]=[CH:18][CH:19]=3)[N:9]=2)[CH:5]=[C:4]([C:24]2[CH:29]=[CH:28][C:27]([C:30]([F:33])([F:32])[F:31])=[CH:26][CH:25]=2)[CH:3]=1.[CH3:34][NH2:35]. (4) Given the product [CH3:1][C:2]([CH3:15])([CH2:3][O:4][Si:5]([CH3:11])([CH3:10])[C:6]([CH3:9])([CH3:8])[CH3:7])[CH2:17][CH:18]([OH:19])[CH2:20][OH:25], predict the reactants needed to synthesize it. The reactants are: [CH3:1][C:2]([CH3:15])(CC=C)[CH2:3][O:4][Si:5]([CH3:11])([CH3:10])[C:6]([CH3:9])([CH3:8])[CH3:7].O.[CH3:17][C:18]([CH3:20])=[O:19].C[N+]1([O-])CC[O:25]CC1. (5) The reactants are: C(OC(=O)[NH:7][CH:8]1[CH2:13][CH2:12][CH2:11][CH:10]([OH:14])[CH2:9]1)(C)(C)C.[C:16](O)(C(F)(F)F)=O. Given the product [NH2:7][CH:8]1[CH2:13][CH2:12][CH2:11][C:10]([CH3:16])([OH:14])[CH2:9]1, predict the reactants needed to synthesize it. (6) Given the product [CH2:11]([O:10][C:8](=[O:9])[CH2:7][C:4]1[CH:3]=[CH:2][C:1]([CH3:13])=[C:6]([S:15]([Cl:14])(=[O:17])=[O:16])[CH:5]=1)[CH3:12], predict the reactants needed to synthesize it. The reactants are: [C:1]1([CH3:13])[CH:6]=[CH:5][C:4]([CH2:7][C:8]([O:10][CH2:11][CH3:12])=[O:9])=[CH:3][CH:2]=1.[Cl:14][S:15](O)(=[O:17])=[O:16]. (7) Given the product [NH2:8][C:6]1[CH:7]=[C:2]([Cl:1])[C:3]([CH2:11][CH2:12][OH:13])=[N:4][CH:5]=1, predict the reactants needed to synthesize it. The reactants are: [Cl:1][C:2]1[C:3]([CH2:11][C:12](OC)=[O:13])=[N:4][CH:5]=[C:6]([N+:8]([O-])=O)[CH:7]=1.[Cl-].[NH4+].[H-].[H-].[H-].[H-].[Li+].[Al+3]. (8) Given the product [Cl-:15].[C:2]([O:4][C@H:5]([CH2:6][C:7]([O:9][C:24]1[C:23]([C:42]([OH:44])=[O:43])=[CH:22][C:20]2[C:19](=[CH:18][CH:17]=[CH:16][CH:21]=2)[C:25]=1[CH2:26][C:27]1[C:28]2[C:33](=[CH:32][CH:31]=[CH:30][CH:29]=2)[CH:34]=[C:35]([C:38]([OH:40])=[O:39])[C:36]=1[OH:37])=[O:8])[CH2:10][N+:11]([CH3:12])([CH3:14])[CH3:13])(=[O:3])[CH3:1], predict the reactants needed to synthesize it. The reactants are: [CH3:1][C:2]([O:4][C@@H:5]([CH2:10][N+:11]([CH3:14])([CH3:13])[CH3:12])[CH2:6][C:7]([O-:9])=[O:8])=[O:3].[Cl-:15].[CH:16]1[CH:17]=[CH:18][C:19]2[C:20](=[CH:22][C:23]([C:42]([OH:44])=[O:43])=[C:24](O)[C:25]=2[CH2:26][C:27]2[C:36]([OH:37])=[C:35]([C:38]([OH:40])=[O:39])[CH:34]=[C:33]3[C:28]=2[CH:29]=[CH:30][CH:31]=[CH:32]3)[CH:21]=1. (9) Given the product [CH2:37]([N:3]([CH2:1][CH3:2])[CH2:4][CH2:5][CH2:6][NH:7][C:8]1[N:9]=[C:10]([C:27]2[CH:28]=[C:29]([CH:33]=[CH:34][C:35]=2[CH3:36])[C:30]([NH:78][CH:76]([CH:70]2[CH:71]=[CH:72][CH:73]=[CH:74][CH2:75]2)[CH3:77])=[O:31])[C:11]2[CH:17]=[CH:16][C:15](=[O:18])[N:14]([C:19]3[C:24]([F:25])=[CH:23][CH:22]=[CH:21][C:20]=3[F:26])[C:12]=2[N:13]=1)[CH3:38], predict the reactants needed to synthesize it. The reactants are: [CH2:1]([N:3]([CH2:37][CH3:38])[CH2:4][CH2:5][CH2:6][NH:7][C:8]1[N:9]=[C:10]([C:27]2[CH:28]=[C:29]([CH:33]=[CH:34][C:35]=2[CH3:36])[C:30](O)=[O:31])[C:11]2[CH:17]=[CH:16][C:15](=[O:18])[N:14]([C:19]3[C:24]([F:25])=[CH:23][CH:22]=[CH:21][C:20]=3[F:26])[C:12]=2[N:13]=1)[CH3:2].CN(C(ON1N=NC2C=CC=CC1=2)=[N+](C)C)C.F[P-](F)(F)(F)(F)F.C(N(CC)CC)C.[C:70]1([C@@H:76]([NH2:78])[CH3:77])[CH:75]=[CH:74][CH:73]=[CH:72][CH:71]=1.